This data is from Full USPTO retrosynthesis dataset with 1.9M reactions from patents (1976-2016). The task is: Predict the reactants needed to synthesize the given product. (1) Given the product [CH:28]1([C:25]2[CH:26]=[CH:27][C:22]([CH2:21][O:1][C:2]3[CH:10]=[CH:9][C:8]4[NH:7][C:6]5[CH:11]([CH2:14][C:15]([O:17][CH2:18][CH3:19])=[O:16])[CH2:12][CH2:13][C:5]=5[C:4]=4[CH:3]=3)=[CH:23][C:24]=2[C:33]([F:34])([F:35])[F:36])[CH2:29][CH2:30][CH2:31][CH2:32]1, predict the reactants needed to synthesize it. The reactants are: [OH:1][C:2]1[CH:10]=[CH:9][C:8]2[NH:7][C:6]3[CH:11]([CH2:14][C:15]([O:17][CH2:18][CH3:19])=[O:16])[CH2:12][CH2:13][C:5]=3[C:4]=2[CH:3]=1.Cl[CH2:21][C:22]1[CH:27]=[CH:26][C:25]([CH:28]2[CH2:32][CH2:31][CH2:30][CH2:29]2)=[C:24]([C:33]([F:36])([F:35])[F:34])[CH:23]=1.C(=O)([O-])[O-].[Cs+].[Cs+]. (2) Given the product [C:28]([C:23]1[CH:24]=[CH:25][CH:26]=[CH:27][C:22]=1[C:19]1[CH:20]=[CH:21][C:16]([CH2:15][C:12]2[C:13](=[O:14])[N:8]([C:5]3[CH:4]=[CH:3][C:2]([O:1][CH2:37][C:38]([O:40][CH2:41][CH3:42])=[O:39])=[CH:7][CH:6]=3)[C:9]3[N:10]([N:33]=[CH:34][CH:35]=3)[C:11]=2[CH2:30][CH2:31][CH3:32])=[CH:17][CH:18]=1)#[N:29], predict the reactants needed to synthesize it. The reactants are: [OH:1][C:2]1[CH:7]=[CH:6][C:5]([N:8]2[C:13](=[O:14])[C:12]([CH2:15][C:16]3[CH:21]=[CH:20][C:19]([C:22]4[C:23]([C:28]#[N:29])=[CH:24][CH:25]=[CH:26][CH:27]=4)=[CH:18][CH:17]=3)=[C:11]([CH2:30][CH2:31][CH3:32])[N:10]3[N:33]=[CH:34][CH:35]=[C:9]23)=[CH:4][CH:3]=1.Br[CH2:37][C:38]([O:40][CH2:41][CH3:42])=[O:39].C(=O)([O-])[O-].[Cs+].[Cs+].C(OCC)(=O)C. (3) Given the product [NH:2]([C:27](=[O:29])[C:26]([NH:25][C:22]1[CH:21]=[CH:20][C:19]([C@H:16]2[CH2:17][CH2:18][C@H:13]([CH2:12][NH:11][C:9](=[O:10])[O:8][C:4]([CH3:6])([CH3:7])[CH3:5])[CH2:14][CH2:15]2)=[CH:24][CH:23]=1)=[O:31])[NH2:3], predict the reactants needed to synthesize it. The reactants are: O.[NH2:2][NH2:3].[C:4]([O:8][C:9]([NH:11][CH2:12][C@H:13]1[CH2:18][CH2:17][C@H:16]([C:19]2[CH:24]=[CH:23][C:22]([NH:25][C:26](=[O:31])[C:27]([O:29]C)=O)=[CH:21][CH:20]=2)[CH2:15][CH2:14]1)=[O:10])([CH3:7])([CH3:6])[CH3:5]. (4) Given the product [F:1][C:2]1[CH:3]=[CH:4][C:5]([O:36][CH3:37])=[C:6]([C:8]2[CH:13]=[CH:12][N:11]=[C:10]3[NH:14][C:15]([C:17]4([OH:25])[CH2:18][CH2:19][S:20](=[O:24])(=[O:23])[CH2:21][CH2:22]4)=[CH:16][C:9]=23)[CH:7]=1, predict the reactants needed to synthesize it. The reactants are: [F:1][C:2]1[CH:3]=[CH:4][C:5]([O:36][CH3:37])=[C:6]([C:8]2[CH:13]=[CH:12][N:11]=[C:10]3[N:14](S(C4C=CC(C)=CC=4)(=O)=O)[C:15]([C:17]4([OH:25])[CH2:22][CH2:21][S:20](=[O:24])(=[O:23])[CH2:19][CH2:18]4)=[CH:16][C:9]=23)[CH:7]=1.[OH-].[Na+].O. (5) Given the product [CH3:1][O:2][CH2:3][CH2:4][O:5][C:7]1[CH:12]=[CH:11][CH:10]=[CH:9][C:8]=1[N+:13]([O-:15])=[O:14].[CH3:16][O:17][CH2:18][CH2:19][O:20][C:21]1[CH:27]=[CH:26][CH:25]=[CH:24][C:22]=1[NH:23][C:4]([NH:28][C:29]1[S:30][CH:31]=[CH:32][N:33]=1)=[O:5], predict the reactants needed to synthesize it. The reactants are: [CH3:1][O:2][CH2:3][CH2:4][OH:5].F[C:7]1[CH:12]=[CH:11][CH:10]=[CH:9][C:8]=1[N+:13]([O-:15])=[O:14].[CH3:16][O:17][CH2:18][CH2:19][O:20][C:21]1[CH:27]=[CH:26][CH:25]=[CH:24][C:22]=1[NH2:23].[NH2:28][C:29]1[S:30][CH:31]=[CH:32][N:33]=1. (6) Given the product [Cl:1][C:2]1[CH:3]=[CH:4][C:5]([C:8]#[C:9][C:10]2[CH:30]=[CH:29][C:13]([CH2:14][N:15]([C:16]3[CH:28]=[CH:27][C:19]4[O:20][C:21]([CH3:26])([CH3:25])[O:22][C:23](=[O:24])[C:18]=4[CH:17]=3)[C:42](=[O:43])[C:41]3[CH:45]=[CH:46][C:38]([CH2:31][CH2:32][CH2:33][CH2:34][CH2:35][CH2:36][CH3:37])=[CH:39][CH:40]=3)=[CH:12][CH:11]=2)=[CH:6][CH:7]=1, predict the reactants needed to synthesize it. The reactants are: [Cl:1][C:2]1[CH:7]=[CH:6][C:5]([C:8]#[C:9][C:10]2[CH:30]=[CH:29][C:13]([CH2:14][NH:15][C:16]3[CH:28]=[CH:27][C:19]4[O:20][C:21]([CH3:26])([CH3:25])[O:22][C:23](=[O:24])[C:18]=4[CH:17]=3)=[CH:12][CH:11]=2)=[CH:4][CH:3]=1.[CH2:31]([C:38]1[CH:46]=[CH:45][C:41]([C:42](Cl)=[O:43])=[CH:40][CH:39]=1)[CH2:32][CH2:33][CH2:34][CH2:35][CH2:36][CH3:37].